From a dataset of Peptide-MHC class II binding affinity with 134,281 pairs from IEDB. Regression. Given a peptide amino acid sequence and an MHC pseudo amino acid sequence, predict their binding affinity value. This is MHC class II binding data. (1) The peptide sequence is ALFSGVSWVMKIGIG. The MHC is DRB5_0101 with pseudo-sequence DRB5_0101. The binding affinity (normalized) is 0.532. (2) The peptide sequence is SIINHKFCNLSDAHK. The MHC is DRB1_1501 with pseudo-sequence DRB1_1501. The binding affinity (normalized) is 0.480. (3) The peptide sequence is YDKFLANVSTVLTGM. The MHC is DRB1_0405 with pseudo-sequence DRB1_0405. The binding affinity (normalized) is 0.617. (4) The peptide sequence is KEDFLRCLVKEIPPR. The MHC is HLA-DPA10103-DPB10201 with pseudo-sequence HLA-DPA10103-DPB10201. The binding affinity (normalized) is 0.435.